This data is from Catalyst prediction with 721,799 reactions and 888 catalyst types from USPTO. The task is: Predict which catalyst facilitates the given reaction. Reactant: C[O:2][C:3]1[CH:20]=[CH:19][C:6]2=[N:7][N:8]([C:10]3[CH:15]=[CH:14][C:13]([N:16]([CH3:18])[CH3:17])=[CH:12][CH:11]=3)[N:9]=[C:5]2[CH:4]=1.B(Br)(Br)Br. Product: [OH:2][C:3]1[CH:20]=[CH:19][C:6]2=[N:7][N:8]([C:10]3[CH:11]=[CH:12][C:13]([N:16]([CH3:17])[CH3:18])=[CH:14][CH:15]=3)[N:9]=[C:5]2[CH:4]=1. The catalyst class is: 2.